Task: Predict which catalyst facilitates the given reaction.. Dataset: Catalyst prediction with 721,799 reactions and 888 catalyst types from USPTO (1) Product: [C:4]([O:27][C:25](=[O:26])[CH2:24][C:3]([C:4]1[CH:9]=[CH:8][CH:7]=[C:6]([C:10]2[N:15]=[N:14][C:13]([CH3:16])=[N:12][CH:11]=2)[CH:5]=1)=[O:17])([CH3:9])([CH3:5])[CH3:3].[O:2]=[CH:19][C:20]([C:22]1[CH:23]=[C:24]([CH:28]=[CH:29][CH:30]=1)[C:25]([OH:27])=[O:26])=[O:21]. The catalyst class is: 16. Reactant: C[O:2][C:3](=[O:17])[C:4]1[CH:9]=[CH:8][CH:7]=[C:6]([C:10]2[N:15]=[N:14][C:13]([CH3:16])=[N:12][CH:11]=2)[CH:5]=1.Br[CH2:19][C:20]([C:22]1[CH:23]=[C:24]([CH:28]=[CH:29][CH:30]=1)[C:25]([OH:27])=[O:26])=[O:21].Br. (2) Reactant: [O:1]=[C:2]1[CH2:7][CH2:6][C:5]([C:10]2[CH:15]=[CH:14][CH:13]=[CH:12][CH:11]=2)([C:8]#[N:9])[CH2:4][CH2:3]1.[CH2:16](O)[CH2:17][OH:18].O. Product: [C:10]1([C:5]2([C:8]#[N:9])[CH2:4][CH2:3][C:2]3([O:18][CH2:17][CH2:16][O:1]3)[CH2:7][CH2:6]2)[CH:11]=[CH:12][CH:13]=[CH:14][CH:15]=1. The catalyst class is: 11. (3) Reactant: [CH:1]1([S:4]([C:7]2[CH:12]=[CH:11][C:10]([CH:13]([C:21]3[NH:25][C:24]([C:26]4[N:31]=[CH:30][C:29]([C:32]([OH:34])=O)=[CH:28][CH:27]=4)=[CH:23][CH:22]=3)[CH2:14][CH:15]3[CH2:20][CH2:19][O:18][CH2:17][CH2:16]3)=[CH:9][CH:8]=2)(=[O:6])=[O:5])[CH2:3][CH2:2]1.[CH:35]1([NH2:38])[CH2:37][CH2:36]1.Cl.CN(C)CCCN=C=NCC.ON1C2C=CC=CC=2N=N1. Product: [CH:35]1([NH:38][C:32]([C:29]2[CH:30]=[N:31][C:26]([C:24]3[NH:25][C:21]([CH:13]([C:10]4[CH:11]=[CH:12][C:7]([S:4]([CH:1]5[CH2:3][CH2:2]5)(=[O:5])=[O:6])=[CH:8][CH:9]=4)[CH2:14][CH:15]4[CH2:16][CH2:17][O:18][CH2:19][CH2:20]4)=[CH:22][CH:23]=3)=[CH:27][CH:28]=2)=[O:34])[CH2:37][CH2:36]1. The catalyst class is: 681.